This data is from Reaction yield outcomes from USPTO patents with 853,638 reactions. The task is: Predict the reaction yield, written as a fraction of the theoretical maximum amount of product (1.0 means a 100% yield; for example, 0.34 means a 34% yield). (1) The reactants are [CH:1]([C:3]1[CH:10]=[CH:9][C:6]([CH2:7]Cl)=[CH:5][CH:4]=1)=[CH2:2].[NH:11]1[CH2:15][CH2:14][CH2:13][CH2:12]1. The catalyst is CCCCCC. The product is [CH:1]([C:3]1[CH:10]=[CH:9][C:6]([CH2:7][N:11]2[CH2:15][CH2:14][CH2:13][CH2:12]2)=[CH:5][CH:4]=1)=[CH2:2]. The yield is 1.00. (2) The reactants are Br[C:2]1[CH:22]=[C:21]([CH3:23])[CH:20]=[CH:19][C:3]=1[O:4][C:5]1[C:14]2[C:9](=[CH:10][C:11]([O:17][CH3:18])=[C:12]([O:15][CH3:16])[CH:13]=2)[N:8]=[CH:7][CH:6]=1.C([Li])CCC.CCCCCC.[CH:35]1([C:41](Cl)=[O:42])[CH2:40][CH2:39][CH2:38][CH2:37][CH2:36]1.O. The catalyst is O1CCCC1. The product is [CH:35]1([C:41]([C:2]2[CH:22]=[C:21]([CH3:23])[CH:20]=[CH:19][C:3]=2[O:4][C:5]2[C:14]3[C:9](=[CH:10][C:11]([O:17][CH3:18])=[C:12]([O:15][CH3:16])[CH:13]=3)[N:8]=[CH:7][CH:6]=2)=[O:42])[CH2:40][CH2:39][CH2:38][CH2:37][CH2:36]1. The yield is 0.160. (3) The reactants are C=O.[C:3]([C:7]1[O:8][C:9]2[C:10](=[C:12]([C:29]#[N:30])[C:13]([CH3:28])=[C:14]([C:22]3[CH:27]=[CH:26][CH:25]=[CH:24][CH:23]=3)[C:15]=2[N:16]2[CH2:19][CH:18]([NH:20][CH3:21])[CH2:17]2)[N:11]=1)([CH3:6])([CH3:5])[CH3:4].[C:31]([BH3-])#N.[Na+].C(O)(=O)C.C(=O)([O-])[O-].[Na+].[Na+]. The catalyst is [Cl-].[Na+].O.CO. The product is [C:3]([C:7]1[O:8][C:9]2[C:10](=[C:12]([C:29]#[N:30])[C:13]([CH3:28])=[C:14]([C:22]3[CH:23]=[CH:24][CH:25]=[CH:26][CH:27]=3)[C:15]=2[N:16]2[CH2:17][CH:18]([N:20]([CH3:31])[CH3:21])[CH2:19]2)[N:11]=1)([CH3:6])([CH3:4])[CH3:5]. The yield is 0.880. (4) The reactants are O[N:2]=[C:3]([C:5]1[CH:14]=[CH:13][C:8]([C:9]([O:11][CH3:12])=[O:10])=[CH:7][C:6]=1[O:15][CH3:16])[CH3:4].[ClH:17]. The catalyst is CO.[Pd]. The product is [ClH:17].[NH2:2][CH:3]([C:5]1[CH:14]=[CH:13][C:8]([C:9]([O:11][CH3:12])=[O:10])=[CH:7][C:6]=1[O:15][CH3:16])[CH3:4]. The yield is 1.00.